From a dataset of Forward reaction prediction with 1.9M reactions from USPTO patents (1976-2016). Predict the product of the given reaction. (1) Given the reactants N1C=CC=CC=1.[NH2:7][C@@H:8]([C:10]([OH:12])=[O:11])[CH3:9].C[Si](Cl)(C)C.[C:18](Cl)(=[O:30])[CH2:19][CH2:20][CH2:21][CH2:22][CH2:23][CH2:24][CH2:25][CH2:26][CH2:27][CH2:28][CH3:29], predict the reaction product. The product is: [C:18]([NH:7][C@@H:8]([C:10]([OH:12])=[O:11])[CH3:9])(=[O:30])[CH2:19][CH2:20][CH2:21][CH2:22][CH2:23][CH2:24][CH2:25][CH2:26][CH2:27][CH2:28][CH3:29]. (2) Given the reactants [C:1]1([C@H:7]2[CH2:11][O:10][C:9](=[O:12])[N:8]2[C:13]2[CH:18]=[CH:17][N:16]3[N:19]=[CH:20][C:21]([C:22]4[CH:27]=[CH:26][C:25]([C:28]5[N:32]=[CH:31][N:30](COCC[Si](C)(C)C)[N:29]=5)=[CH:24][CH:23]=4)=[C:15]3[N:14]=2)[CH:6]=[CH:5][CH:4]=[CH:3][CH:2]=1, predict the reaction product. The product is: [NH:30]1[CH:31]=[N:32][C:28]([C:25]2[CH:24]=[CH:23][C:22]([C:21]3[CH:20]=[N:19][N:16]4[CH:17]=[CH:18][C:13]([N:8]5[C@@H:7]([C:1]6[CH:6]=[CH:5][CH:4]=[CH:3][CH:2]=6)[CH2:11][O:10][C:9]5=[O:12])=[N:14][C:15]=34)=[CH:27][CH:26]=2)=[N:29]1.